Dataset: Forward reaction prediction with 1.9M reactions from USPTO patents (1976-2016). Task: Predict the product of the given reaction. (1) Given the reactants [CH3:1][C:2]1[C:7]([N+:8]([O-:10])=[O:9])=[CH:6][N:5]=[C:4]([NH2:11])[CH:3]=1.[C:12](OC(=O)C)(=[O:14])[CH3:13], predict the reaction product. The product is: [CH3:1][C:2]1[C:7]([N+:8]([O-:10])=[O:9])=[CH:6][N:5]=[C:4]([NH:11][C:12](=[O:14])[CH3:13])[CH:3]=1. (2) Given the reactants Br[C:2]1[CH:3]=[CH:4][C:5]([CH3:23])=[C:6]([CH:22]=1)[C:7]([NH:9][C:10]1[C:11]([CH3:21])=[C:12]([CH:17]=[CH:18][C:19]=1[CH3:20])[C:13]([O:15][CH3:16])=[O:14])=[O:8].[O:24]1[C:28]2([CH2:33][CH2:32][NH:31][CH2:30][CH2:29]2)[O:27][CH2:26][CH2:25]1.C([O-])([O-])=O.[Cs+].[Cs+].C1(P(C2C=CC=CC=2)C2C=CC3C(=CC=CC=3)C=2C2C3C(=CC=CC=3)C=CC=2P(C2C=CC=CC=2)C2C=CC=CC=2)C=CC=CC=1, predict the reaction product. The product is: [O:24]1[C:28]2([CH2:33][CH2:32][N:31]([C:2]3[CH:3]=[CH:4][C:5]([CH3:23])=[C:6]([CH:22]=3)[C:7]([NH:9][C:10]3[C:11]([CH3:21])=[C:12]([CH:17]=[CH:18][C:19]=3[CH3:20])[C:13]([O:15][CH3:16])=[O:14])=[O:8])[CH2:30][CH2:29]2)[O:27][CH2:26][CH2:25]1.